From a dataset of Forward reaction prediction with 1.9M reactions from USPTO patents (1976-2016). Predict the product of the given reaction. (1) The product is: [Cl:21][C:10]1[C:9]([C:3]2[C:4]([F:8])=[CH:5][CH:6]=[CH:7][C:2]=2[Cl:1])=[C:14]([NH:25][CH:22]([CH3:24])[CH3:23])[CH:13]=[C:12]([C:16]2[N:20]=[CH:19][NH:18][N:17]=2)[N:11]=1.[Cl:15][C:14]1[CH:13]=[C:12]([C:16]2[N:20]=[CH:19][NH:18][N:17]=2)[N:11]=[C:10]([NH:25][CH:22]([CH3:24])[CH3:23])[C:9]=1[C:3]1[C:4]([F:8])=[CH:5][CH:6]=[CH:7][C:2]=1[Cl:1]. Given the reactants [Cl:1][C:2]1[CH:7]=[CH:6][CH:5]=[C:4]([F:8])[C:3]=1[C:9]1[C:10]([Cl:21])=[N:11][C:12]([C:16]2[N:20]=[CH:19][NH:18][N:17]=2)=[CH:13][C:14]=1[Cl:15].[CH:22]([NH:25]C(C)C)([CH3:24])[CH3:23], predict the reaction product. (2) The product is: [CH3:29][O:28][C:26]([C:12]1[CH:11]=[CH:10][C:9]2[C@:8]3([CH2:1][C:2]4[CH:3]=[CH:4][CH:5]=[CH:6][CH:7]=4)[CH2:21][CH2:20][C@@:19]([CH2:23][CH3:24])([OH:22])[CH2:18][C@@H:17]3[CH2:16][C:25](=[O:30])[CH2:15][C:14]=2[CH:13]=1)=[O:27]. Given the reactants [CH2:1]([C@@:8]12[CH2:21][CH2:20][C@@:19]([CH2:23][CH3:24])([OH:22])[CH2:18][C@@H:17]1[CH2:16][C:15](=[CH2:25])[C:14]1[CH:13]=[C:12]([C:26]([O:28][CH3:29])=[O:27])[CH:11]=[CH:10][C:9]2=1)[C:2]1[CH:7]=[CH:6][CH:5]=[CH:4][CH:3]=1.[OH:30]I(C1C=CC=CC=1)OS(C1C=CC(C)=CC=1)(=O)=O, predict the reaction product. (3) Given the reactants [CH:1]1([CH:7]([NH:20][C:21]2[CH:26]=[CH:25][C:24]([C:27]([N:29]([CH3:37])[CH2:30][CH2:31][C:32]([O:34]CC)=[O:33])=[O:28])=[CH:23][CH:22]=2)[C:8]2[O:9][C:10]3[CH:18]=[CH:17][C:16]([F:19])=[CH:15][C:11]=3[C:12]=2[O:13][CH3:14])[CH2:6][CH2:5][CH2:4][CH2:3][CH2:2]1.[OH-].[Na+], predict the reaction product. The product is: [CH:1]1([CH:7]([NH:20][C:21]2[CH:22]=[CH:23][C:24]([C:27]([N:29]([CH3:37])[CH2:30][CH2:31][C:32]([OH:34])=[O:33])=[O:28])=[CH:25][CH:26]=2)[C:8]2[O:9][C:10]3[CH:18]=[CH:17][C:16]([F:19])=[CH:15][C:11]=3[C:12]=2[O:13][CH3:14])[CH2:6][CH2:5][CH2:4][CH2:3][CH2:2]1.